This data is from Reaction yield outcomes from USPTO patents with 853,638 reactions. The task is: Predict the reaction yield, written as a fraction of the theoretical maximum amount of product (1.0 means a 100% yield; for example, 0.34 means a 34% yield). The reactants are [NH2:1][C:2]1[C:10]2[C:5](=[CH:6][CH:7]=[C:8]([CH:11]3[C:16]([C:17]#[N:18])=[C:15]([CH3:19])[NH:14][C:13]([CH3:20])=[C:12]3[C:21]#[N:22])[CH:9]=2)[NH:4][N:3]=1.C(N(CC)CC)C.[C:30]([O:34][C:35](O[C:35]([O:34][C:30]([CH3:33])([CH3:32])[CH3:31])=[O:36])=[O:36])([CH3:33])([CH3:32])[CH3:31]. The catalyst is CN(C)C1C=CN=CC=1.O1CCCC1. The product is [C:30]([O:34][C:35]([N:4]1[C:5]2[C:10](=[CH:9][C:8]([CH:11]3[C:16]([C:17]#[N:18])=[C:15]([CH3:19])[NH:14][C:13]([CH3:20])=[C:12]3[C:21]#[N:22])=[CH:7][CH:6]=2)[C:2]([NH2:1])=[N:3]1)=[O:36])([CH3:33])([CH3:32])[CH3:31]. The yield is 0.657.